This data is from Peptide-MHC class I binding affinity with 185,985 pairs from IEDB/IMGT. The task is: Regression. Given a peptide amino acid sequence and an MHC pseudo amino acid sequence, predict their binding affinity value. This is MHC class I binding data. (1) The peptide sequence is NQATTKTTFK. The MHC is HLA-A33:01 with pseudo-sequence HLA-A33:01. The binding affinity (normalized) is 0.0585. (2) The peptide sequence is KSLVQYIKF. The MHC is HLA-C15:02 with pseudo-sequence HLA-C15:02. The binding affinity (normalized) is 0.0847. (3) The peptide sequence is ALFDRPAFK. The MHC is HLA-B07:02 with pseudo-sequence HLA-B07:02. The binding affinity (normalized) is 0.0847. (4) The peptide sequence is TQLPSKPHY. The MHC is HLA-B39:01 with pseudo-sequence HLA-B39:01. The binding affinity (normalized) is 0.0847. (5) The peptide sequence is GVLNWAAQI. The MHC is Mamu-B1001 with pseudo-sequence Mamu-B1001. The binding affinity (normalized) is 0.0383. (6) The peptide sequence is MPNMLRIMA. The MHC is HLA-B07:02 with pseudo-sequence HLA-B07:02. The binding affinity (normalized) is 0.789. (7) The peptide sequence is IEEQVNKTM. The MHC is HLA-A30:01 with pseudo-sequence HLA-A30:01. The binding affinity (normalized) is 0.213. (8) The peptide sequence is YDRLASTVI. The MHC is HLA-A29:02 with pseudo-sequence HLA-A29:02. The binding affinity (normalized) is 0.0847. (9) The peptide sequence is FPVRPQVPLR. The MHC is HLA-B45:01 with pseudo-sequence HLA-B45:01. The binding affinity (normalized) is 0.